From a dataset of Forward reaction prediction with 1.9M reactions from USPTO patents (1976-2016). Predict the product of the given reaction. (1) Given the reactants CC(C)([O-])C.[K+].[OH:7][CH:8]1[CH2:13][CH2:12][NH:11][CH2:10][CH2:9]1.Cl[C:15]1[CH:20]=[CH:19][C:18]([Cl:21])=[CH:17][N:16]=1.[Cl-].[K+], predict the reaction product. The product is: [Cl:21][C:18]1[CH:19]=[CH:20][C:15]([O:7][CH:8]2[CH2:13][CH2:12][NH:11][CH2:10][CH2:9]2)=[N:16][CH:17]=1. (2) Given the reactants [NH2:1][C:2](=[S:14])[C:3]([NH:6][C:7](=[O:13])[O:8][C:9]([CH3:12])([CH3:11])[CH3:10])([CH3:5])[CH3:4].CO[C:17](OC)([N:19]([CH3:21])[CH3:20])[CH3:18], predict the reaction product. The product is: [C:9]([O:8][C:7](=[O:13])[NH:6][C:3]([CH3:5])([CH3:4])[C:2]([N:1]=[C:17]([N:19]([CH3:21])[CH3:20])[CH3:18])=[S:14])([CH3:12])([CH3:11])[CH3:10].